From a dataset of Forward reaction prediction with 1.9M reactions from USPTO patents (1976-2016). Predict the product of the given reaction. (1) Given the reactants [C:1]([O:5][C:6]([NH:8][CH:9]([C:33]([CH3:36])([CH3:35])[CH3:34])[C:10]([N:12]1[CH:16]([C:17]([O:19]C)=[O:18])[CH2:15][CH:14]([O:21][C:22]([N:24]2[CH2:32][C:31]3[C:26](=[CH:27][CH:28]=[CH:29][CH:30]=3)[CH2:25]2)=[O:23])[CH2:13]1)=[O:11])=[O:7])([CH3:4])([CH3:3])[CH3:2].C1COCC1.O.[Li+].[OH-].Cl, predict the reaction product. The product is: [C:1]([O:5][C:6]([NH:8][CH:9]([C:33]([CH3:36])([CH3:35])[CH3:34])[C:10]([N:12]1[CH:16]([C:17]([OH:19])=[O:18])[CH2:15][CH:14]([O:21][C:22]([N:24]2[CH2:25][C:26]3[C:31](=[CH:30][CH:29]=[CH:28][CH:27]=3)[CH2:32]2)=[O:23])[CH2:13]1)=[O:11])=[O:7])([CH3:4])([CH3:3])[CH3:2]. (2) Given the reactants [CH:1]1([N:4]2[C:11](=[O:12])[CH2:10][CH2:9][NH:8][C:7]3[CH:13]=[CH:14][C:15]([O:17][CH3:18])=[CH:16][C:6]=3[CH2:5]2)[CH2:3][CH2:2]1.C(N(CC)CC)C.[CH3:26][C:27]1[O:31][N:30]=[C:29]([C:32](Cl)=[O:33])[CH:28]=1, predict the reaction product. The product is: [CH:1]1([N:4]2[C:11](=[O:12])[CH2:10][CH2:9][N:8]([C:32]([C:29]3[CH:28]=[C:27]([CH3:26])[O:31][N:30]=3)=[O:33])[C:7]3[CH:13]=[CH:14][C:15]([O:17][CH3:18])=[CH:16][C:6]=3[CH2:5]2)[CH2:2][CH2:3]1. (3) Given the reactants F[C:2]1[CH:3]=[C:4]([N:11]2[CH:15]=[N:14][N:13]=[CH:12]2)[CH:5]=[C:6]([N+:8]([O-:10])=[O:9])[CH:7]=1.[N:16]([CH:19]1[CH2:24][CH2:23][NH:22][CH2:21][CH:20]1[OH:25])=[N+:17]=[N-:18].C([O-])([O-])=O.[K+].[K+].O, predict the reaction product. The product is: [N:16]([C@H:19]1[CH2:24][CH2:23][N:22]([C:2]2[CH:3]=[C:4]([N:11]3[CH:15]=[N:14][N:13]=[CH:12]3)[CH:5]=[C:6]([N+:8]([O-:10])=[O:9])[CH:7]=2)[CH2:21][C@H:20]1[OH:25])=[N+:17]=[N-:18]. (4) Given the reactants [CH3:1][CH:2]([CH3:6])[C:3]([NH2:5])=O.[CH2:7]1COCC1.F[B-](F)(F)F.C([O+](CC)CC)C.[Br:24][C:25]1[CH:26]=[C:27]([NH2:33])[C:28](NC)=[N:29][CH:30]=1, predict the reaction product. The product is: [Br:24][C:25]1[CH:26]=[C:27]2[N:33]=[C:3]([CH:2]([CH3:6])[CH3:1])[N:5]([CH3:7])[C:28]2=[N:29][CH:30]=1. (5) Given the reactants [S:1]([NH2:11])(=[O:10])([C:3]1[CH:8]=[CH:7]C(N)=[CH:5][CH:4]=1)=[O:2].CN([P+](ON1N=NC2[C:24]1=[CH:25][CH:26]=[CH:27]C=2)(N(C)C)N(C)C)C.[F:32][P-](F)(F)(F)(F)F.[CH2:39]([N:41]([CH2:44][CH3:45])[CH2:42][CH3:43])[CH3:40].[CH3:46][N:47]([CH:49]=[O:50])C, predict the reaction product. The product is: [F:32][C:27]1[CH:26]=[CH:25][CH:24]=[C:42]2[C:43]=1[CH:40]=[CH:39][N:41]2[C@H:44]([CH3:45])[C:49]([NH:47][C:46]1[CH:5]=[CH:4][C:3]([S:1](=[O:2])(=[O:10])[NH2:11])=[CH:8][CH:7]=1)=[O:50]. (6) Given the reactants [NH:1]1[CH:5]=[C:4]([C:6]([O:8][CH2:9][CH3:10])=[O:7])[CH:3]=[C:2]1[C:11]([O:13][CH2:14][CH3:15])=[O:12].[Br:16][CH2:17][CH2:18]Br.C([O-])([O-])=O.[K+].[K+], predict the reaction product. The product is: [Br:16][CH2:17][CH2:18][N:1]1[CH:5]=[C:4]([C:6]([O:8][CH2:9][CH3:10])=[O:7])[CH:3]=[C:2]1[C:11]([O:13][CH2:14][CH3:15])=[O:12]. (7) Given the reactants Br[C:2]1[CH:7]=[CH:6][CH:5]=[CH:4][C:3]=1[N:8]([C:34]1[CH:39]=[CH:38][CH:37]=[C:36](Br)[CH:35]=1)[C:9]1[CH:10]=[C:11]([C:15]2[CH:20]=[CH:19][CH:18]=[C:17]([N:21]3[C:33]4[CH:32]=[CH:31][CH:30]=[CH:29][C:28]=4[C:27]4[C:22]3=[CH:23][CH:24]=[CH:25][CH:26]=4)[CH:16]=2)[CH:12]=[CH:13][CH:14]=1.C(=O)=O.C([Li])CCC.Cl[Si:50](Cl)([C:57]1[CH:62]=[CH:61][CH:60]=[CH:59][CH:58]=1)[C:51]1[CH:56]=[CH:55][CH:54]=[CH:53][CH:52]=1, predict the reaction product. The product is: [CH:23]1[C:22]2[N:21]([C:17]3[CH:16]=[C:15]([C:11]4[CH:12]=[CH:13][CH:14]=[C:9]([N:8]5[C:3]6[CH:4]=[CH:5][CH:6]=[CH:7][C:2]=6[Si:50]([C:57]6[CH:58]=[CH:59][CH:60]=[CH:61][CH:62]=6)([C:51]6[CH:56]=[CH:55][CH:54]=[CH:53][CH:52]=6)[C:35]6[CH:36]=[CH:37][CH:38]=[CH:39][C:34]5=6)[CH:10]=4)[CH:20]=[CH:19][CH:18]=3)[C:33]3[C:28](=[CH:29][CH:30]=[CH:31][CH:32]=3)[C:27]=2[CH:26]=[CH:25][CH:24]=1.